Dataset: Reaction yield outcomes from USPTO patents with 853,638 reactions. Task: Predict the reaction yield, written as a fraction of the theoretical maximum amount of product (1.0 means a 100% yield; for example, 0.34 means a 34% yield). (1) The reactants are [F:1][C:2]1[CH:3]=[C:4]([N:9]2[C:14](=[O:15])[C:13]([C:16]([O:18]CC)=[O:17])=[N:12][C:11]3[CH:21]=[CH:22][CH:23]=[N:24][C:10]2=3)[CH:5]=[CH:6][C:7]=1[CH3:8].C(=O)([O-])[O-].[K+].[K+].O. The catalyst is O1CCOCC1. The product is [F:1][C:2]1[CH:3]=[C:4]([N:9]2[C:14](=[O:15])[C:13]([C:16]([OH:18])=[O:17])=[N:12][C:11]3[CH:21]=[CH:22][CH:23]=[N:24][C:10]2=3)[CH:5]=[CH:6][C:7]=1[CH3:8]. The yield is 0.760. (2) The reactants are C(NC(C)C)(C)C.C([Li])CCC.[CH2:13]([O:20][C:21]1[CH2:26][CH2:25][CH2:24][C:23](=[O:27])[CH:22]=1)[C:14]1[CH:19]=[CH:18][CH:17]=[CH:16][CH:15]=1.[CH2:28]1[O:38][C:31]2([CH2:36][CH2:35][C:34](=[O:37])[CH2:33][CH2:32]2)[O:30][CH2:29]1.[Cl-].[NH4+]. The catalyst is O1CCCC1.ClCCl. The product is [CH2:13]([O:20][C:21]1[CH2:26][CH2:25][CH:24]([C:34]2([OH:37])[CH2:35][CH2:36][C:31]3([O:38][CH2:28][CH2:29][O:30]3)[CH2:32][CH2:33]2)[C:23](=[O:27])[CH:22]=1)[C:14]1[CH:19]=[CH:18][CH:17]=[CH:16][CH:15]=1. The yield is 0.880. (3) The reactants are [CH3:1][C:2]1[C:11]([N+:12]([O-:14])=[O:13])=[C:10]([C:15]([O:17][CH3:18])=[O:16])[C:9]([CH3:19])=[CH:8][C:3]=1[C:4]([O:6]C)=[O:5].[OH-].[Na+]. The catalyst is O1CCOCC1.O. The product is [CH3:18][O:17][C:15]([C:10]1[C:9]([CH3:19])=[CH:8][C:3]([C:4]([OH:6])=[O:5])=[C:2]([CH3:1])[C:11]=1[N+:12]([O-:14])=[O:13])=[O:16]. The yield is 1.00. (4) The reactants are [C:1]1([C@H:7]2[CH2:9][O:8]2)[CH:6]=[CH:5][CH:4]=[CH:3][CH:2]=1.[O:10]1[CH2:13][CH:12]([OH:14])[CH2:11]1.[H-].[Na+]. No catalyst specified. The product is [O:10]1[CH2:13][CH:12]([O:14][C@H:7]([C:1]2[CH:2]=[CH:3][CH:4]=[CH:5][CH:6]=2)[CH2:9][OH:8])[CH2:11]1. The yield is 0.250.